Dataset: TCR-epitope binding with 47,182 pairs between 192 epitopes and 23,139 TCRs. Task: Binary Classification. Given a T-cell receptor sequence (or CDR3 region) and an epitope sequence, predict whether binding occurs between them. (1) The epitope is LSDDAVVCFNSTY. The TCR CDR3 sequence is CASSPNPSGRASGANVLTF. Result: 1 (the TCR binds to the epitope). (2) Result: 0 (the TCR does not bind to the epitope). The epitope is SLFNTVATLY. The TCR CDR3 sequence is CASRSVDRGTDTQYF. (3) The epitope is YVLDHLIVV. The TCR CDR3 sequence is CASSSLTGSGQPQHF. Result: 1 (the TCR binds to the epitope). (4) The epitope is SEISMDNSPNL. The TCR CDR3 sequence is CASSRDYYEQYF. Result: 0 (the TCR does not bind to the epitope). (5) The epitope is RLRPGGKKK. The TCR CDR3 sequence is CASTSGWDIQYF. Result: 0 (the TCR does not bind to the epitope). (6) The epitope is HTTDPSFLGRY. The TCR CDR3 sequence is CASSYHGGLTDTQYF. Result: 1 (the TCR binds to the epitope). (7) The epitope is GILGFVFTL. The TCR CDR3 sequence is CASSGYNEQFF. Result: 0 (the TCR does not bind to the epitope). (8) The epitope is RAKFKQLL. The TCR CDR3 sequence is CASSPVTGGGSGANVLTF. Result: 1 (the TCR binds to the epitope). (9) The epitope is YSEHPTFTSQY. The TCR CDR3 sequence is CSARENRVGETQYF. Result: 0 (the TCR does not bind to the epitope). (10) The epitope is ELAGIGILTV. The TCR CDR3 sequence is CASSPGTVNTEAFF. Result: 0 (the TCR does not bind to the epitope).